Dataset: Full USPTO retrosynthesis dataset with 1.9M reactions from patents (1976-2016). Task: Predict the reactants needed to synthesize the given product. (1) Given the product [OH:3][CH2:2][CH2:1][O:5][C:6]1[CH:14]=[CH:13][C:9]([C:10]([OH:12])=[O:11])=[CH:8][CH:7]=1, predict the reactants needed to synthesize it. The reactants are: [CH2:1](Cl)[CH2:2][OH:3].[OH:5][C:6]1[CH:14]=[CH:13][C:9]([C:10]([OH:12])=[O:11])=[CH:8][CH:7]=1. (2) Given the product [C:6]([O:10][C:11](=[O:29])[NH:12][C@H:13]([C:17]1[N:26]([CH2:30][C:31]2[CH:36]=[CH:35][CH:34]=[CH:33][CH:32]=2)[C:25](=[O:27])[C:24]2[C:19](=[CH:20][C:21]([Cl:28])=[CH:22][CH:23]=2)[N:18]=1)[CH:14]([CH3:16])[CH3:15])([CH3:8])([CH3:9])[CH3:7], predict the reactants needed to synthesize it. The reactants are: CN(C=O)C.[C:6]([O:10][C:11](=[O:29])[NH:12][C@H:13]([C:17]1[NH:26][C:25](=[O:27])[C:24]2[C:19](=[CH:20][C:21]([Cl:28])=[CH:22][CH:23]=2)[N:18]=1)[CH:14]([CH3:16])[CH3:15])([CH3:9])([CH3:8])[CH3:7].[CH2:30](Br)[C:31]1[CH:36]=[CH:35][CH:34]=[CH:33][CH:32]=1.C(=O)([O-])[O-].[K+].[K+].